Dataset: NCI-60 drug combinations with 297,098 pairs across 59 cell lines. Task: Regression. Given two drug SMILES strings and cell line genomic features, predict the synergy score measuring deviation from expected non-interaction effect. (1) Drug 1: CCC1=CC2CC(C3=C(CN(C2)C1)C4=CC=CC=C4N3)(C5=C(C=C6C(=C5)C78CCN9C7C(C=CC9)(C(C(C8N6C)(C(=O)OC)O)OC(=O)C)CC)OC)C(=O)OC.C(C(C(=O)O)O)(C(=O)O)O. Drug 2: CS(=O)(=O)CCNCC1=CC=C(O1)C2=CC3=C(C=C2)N=CN=C3NC4=CC(=C(C=C4)OCC5=CC(=CC=C5)F)Cl. Cell line: CAKI-1. Synergy scores: CSS=46.7, Synergy_ZIP=7.06, Synergy_Bliss=6.64, Synergy_Loewe=11.3, Synergy_HSA=12.1. (2) Drug 1: CNC(=O)C1=NC=CC(=C1)OC2=CC=C(C=C2)NC(=O)NC3=CC(=C(C=C3)Cl)C(F)(F)F. Drug 2: CCCCC(=O)OCC(=O)C1(CC(C2=C(C1)C(=C3C(=C2O)C(=O)C4=C(C3=O)C=CC=C4OC)O)OC5CC(C(C(O5)C)O)NC(=O)C(F)(F)F)O. Cell line: COLO 205. Synergy scores: CSS=18.8, Synergy_ZIP=-7.97, Synergy_Bliss=-18.2, Synergy_Loewe=-41.4, Synergy_HSA=-19.8. (3) Drug 1: COC1=C(C=C2C(=C1)N=CN=C2NC3=CC(=C(C=C3)F)Cl)OCCCN4CCOCC4. Drug 2: C1CN1P(=S)(N2CC2)N3CC3. Cell line: SN12C. Synergy scores: CSS=37.4, Synergy_ZIP=2.19, Synergy_Bliss=6.25, Synergy_Loewe=7.94, Synergy_HSA=10.7. (4) Drug 1: C1C(C(OC1N2C=C(C(=O)NC2=O)F)CO)O. Drug 2: C1CCC(C(C1)N)N.C(=O)(C(=O)[O-])[O-].[Pt+4]. Cell line: HCT-15. Synergy scores: CSS=52.1, Synergy_ZIP=-0.500, Synergy_Bliss=-1.32, Synergy_Loewe=-2.88, Synergy_HSA=2.10. (5) Drug 1: COC1=NC(=NC2=C1N=CN2C3C(C(C(O3)CO)O)O)N. Drug 2: CNC(=O)C1=NC=CC(=C1)OC2=CC=C(C=C2)NC(=O)NC3=CC(=C(C=C3)Cl)C(F)(F)F. Cell line: NCI-H322M. Synergy scores: CSS=3.94, Synergy_ZIP=-2.10, Synergy_Bliss=-0.699, Synergy_Loewe=-3.11, Synergy_HSA=-2.81.